Dataset: Forward reaction prediction with 1.9M reactions from USPTO patents (1976-2016). Task: Predict the product of the given reaction. (1) The product is: [Cl:1][C:2]1[CH:3]=[C:4]([NH:9][C:10]2[C:19]3[C:14](=[CH:15][C:16]([O:39][CH2:40][CH:41]4[CH2:43][CH2:42]4)=[C:17]([NH:20][C:21](=[O:38])[CH:22]=[CH:23][CH2:24][N:25]4[CH2:32][C:33](=[O:35])[O:31][C@@H:27]([CH2:28][O:29][CH3:30])[CH2:26]4)[CH:18]=3)[N:13]=[CH:12][N:11]=2)[CH:5]=[CH:6][C:7]=1[F:8]. Given the reactants [Cl:1][C:2]1[CH:3]=[C:4]([NH:9][C:10]2[C:19]3[C:14](=[CH:15][C:16]([O:39][CH2:40][CH:41]4[CH2:43][CH2:42]4)=[C:17]([NH:20][C:21](=[O:38])[CH:22]=[CH:23][CH2:24][N:25]([CH2:32][C:33]([O:35]CC)=O)[CH2:26][C@@H:27]([OH:31])[CH2:28][O:29][CH3:30])[CH:18]=3)[N:13]=[CH:12][N:11]=2)[CH:5]=[CH:6][C:7]=1[F:8].CS(O)(=O)=O.C(OCC)(=O)C.C(=O)([O-])O.[Na+], predict the reaction product. (2) Given the reactants [C:1]([O:5][C:6]([N:8]1[CH2:16][C:15]2[C:10](=[CH:11][C:12]([C:18]([F:21])([F:20])[F:19])=[C:13](I)[CH:14]=2)[CH2:9]1)=[O:7])([CH3:4])([CH3:3])[CH3:2].[CH2:22]([SH:24])[CH3:23], predict the reaction product. The product is: [C:1]([O:5][C:6]([N:8]1[CH2:16][C:15]2[C:10](=[CH:11][C:12]([C:18]([F:21])([F:20])[F:19])=[C:13]([S:24][CH2:22][CH3:23])[CH:14]=2)[CH2:9]1)=[O:7])([CH3:4])([CH3:3])[CH3:2]. (3) Given the reactants [NH2:1][C:2]1[CH:7]=[CH:6][C:5]([Cl:8])=[CH:4][C:3]=1[C:9]([C:11]1[CH:16]=[CH:15][CH:14]=[C:13]([O:17][CH3:18])[CH:12]=1)=[O:10].[BH4-].[Na+], predict the reaction product. The product is: [NH2:1][C:2]1[CH:7]=[CH:6][C:5]([Cl:8])=[CH:4][C:3]=1[CH:9]([C:11]1[CH:16]=[CH:15][CH:14]=[C:13]([O:17][CH3:18])[CH:12]=1)[OH:10]. (4) Given the reactants Cl[C:2]1[CH:7]=[CH:6][C:5](=[O:8])[N:4]([CH2:9][C:10]([OH:12])=[O:11])[N:3]=1, predict the reaction product. The product is: [O:8]=[C:5]1[N:4]([CH2:9][C:10]([OH:12])=[O:11])[N:3]=[CH:2][CH:7]=[CH:6]1. (5) Given the reactants Cl[C:2]1[N:3]=[C:4]2[C:10]3[CH:11]=[CH:12][CH:13]=[CH:14][C:9]=3[NH:8][C:7]3[N:15]=[CH:16][CH:17]=[CH:18][C:6]=3[N:5]2[C:19]=1[C:20]1[CH:25]=[CH:24][C:23]([C:26]2([NH:30][C:31](=[O:37])[O:32][C:33]([CH3:36])([CH3:35])[CH3:34])[CH2:29][CH2:28][CH2:27]2)=[CH:22][CH:21]=1.[OH:38][CH2:39][C:40]1[CH:45]=[CH:44][C:43](B(O)O)=[CH:42][CH:41]=1.C([O-])([O-])=O.[Na+].[Na+], predict the reaction product. The product is: [C:33]([O:32][C:31](=[O:37])[NH:30][C:26]1([C:23]2[CH:24]=[CH:25][C:20]([C:19]3[N:5]4[C:6]5[CH:18]=[CH:17][CH:16]=[N:15][C:7]=5[NH:8][C:9]5[CH:14]=[CH:13][CH:12]=[CH:11][C:10]=5[C:4]4=[N:3][C:2]=3[C:43]3[CH:44]=[CH:45][C:40]([CH2:39][OH:38])=[CH:41][CH:42]=3)=[CH:21][CH:22]=2)[CH2:29][CH2:28][CH2:27]1)([CH3:34])([CH3:36])[CH3:35]. (6) Given the reactants [F:1][C:2]1[CH:3]=[C:4]([CH:29]=[C:30]([F:32])[CH:31]=1)[O:5][CH2:6][CH2:7][N:8]([CH3:28])[CH2:9][CH2:10][CH2:11][NH:12][CH2:13][C@@H:14]([C:16]1[C:25]2[C:20](=[CH:21][CH:22]=[C:23]([O:26][CH3:27])[CH:24]=2)[N:19]=[CH:18][CH:17]=1)[OH:15].[C:33](N1C=CN=C1)(N1C=CN=C1)=[O:34], predict the reaction product. The product is: [F:32][C:30]1[CH:29]=[C:4]([CH:3]=[C:2]([F:1])[CH:31]=1)[O:5][CH2:6][CH2:7][N:8]([CH3:28])[CH2:9][CH2:10][CH2:11][N:12]1[CH2:13][C@@H:14]([C:16]2[C:25]3[C:20](=[CH:21][CH:22]=[C:23]([O:26][CH3:27])[CH:24]=3)[N:19]=[CH:18][CH:17]=2)[O:15][C:33]1=[O:34]. (7) Given the reactants [F:1][C:2]1[CH:11]=[C:10]2[C:5]([C:6](=O)[CH:7]=[CH:8][NH:9]2)=[N:4][CH:3]=1.O=P(Cl)(Cl)[Cl:15].[OH-].[Na+].C(Cl)Cl.CO.[NH4+].[OH-], predict the reaction product. The product is: [Cl:15][C:6]1[CH:7]=[CH:8][N:9]=[C:10]2[C:5]=1[N:4]=[CH:3][C:2]([F:1])=[CH:11]2. (8) Given the reactants [O:1]1[C:10]2[CH:9]=[C:8]([CH2:11][N:12]([CH:20]3[CH2:25][CH2:24][N:23]([CH2:26][CH2:27][N:28]4[C:37]5[C:32](=[N:33][CH:34]=[C:35]([O:38][CH3:39])[CH:36]=5)[CH:31]=[CH:30][C:29]4=[O:40])[CH2:22][CH2:21]3)C(=O)OC(C)(C)C)[N:7]=[CH:6][C:5]=2[O:4][CH2:3][CH2:2]1.[ClH:41].C([O-])(O)=O.[Na+], predict the reaction product. The product is: [ClH:41].[O:1]1[C:10]2[CH:9]=[C:8]([CH2:11][NH:12][CH:20]3[CH2:25][CH2:24][N:23]([CH2:26][CH2:27][N:28]4[C:37]5[C:32](=[N:33][CH:34]=[C:35]([O:38][CH3:39])[CH:36]=5)[CH:31]=[CH:30][C:29]4=[O:40])[CH2:22][CH2:21]3)[N:7]=[CH:6][C:5]=2[O:4][CH2:3][CH2:2]1. (9) Given the reactants Cl.Cl.[CH3:3][N:4]1[CH2:11][CH:10]2[NH:12][CH:6]([CH2:7][NH:8][CH2:9]2)[CH2:5]1.O([C:21]([O:23][C:24]([CH3:27])([CH3:26])[CH3:25])=[O:22])[C:21]([O:23][C:24]([CH3:27])([CH3:26])[CH3:25])=[O:22].C([O-])([O-])=O.[K+].[K+], predict the reaction product. The product is: [C:24]([O:23][C:21]([N:8]1[CH2:9][CH:10]2[NH:12][CH:6]([CH2:5][N:4]([CH3:3])[CH2:11]2)[CH2:7]1)=[O:22])([CH3:25])([CH3:26])[CH3:27].